From a dataset of Full USPTO retrosynthesis dataset with 1.9M reactions from patents (1976-2016). Predict the reactants needed to synthesize the given product. (1) Given the product [NH2:27][C:25]1[C:24]([F:28])=[CH:23][C:22]([Cl:29])=[C:21]([C:14]2[C:15](=[O:20])[N:16]([CH3:19])[C:17]3[C:12]([CH:13]=2)=[CH:11][N:10]=[C:9]([NH:8][CH3:7])[CH:18]=3)[CH:26]=1, predict the reactants needed to synthesize it. The reactants are: COC1C=CC([CH2:7][N:8](C)[C:9]2[CH:18]=[C:17]3[C:12]([CH:13]=[C:14]([C:21]4[CH:26]=[C:25]([NH2:27])[C:24]([F:28])=[CH:23][C:22]=4[Cl:29])[C:15](=[O:20])[N:16]3[CH3:19])=[CH:11][N:10]=2)=CC=1.C(O)(C(F)(F)F)=O. (2) Given the product [CH:1]1([N:7]([CH2:26][O:25][CH2:24][CH2:23][Si:22]([CH3:29])([CH3:28])[CH3:21])[S:8]([C:11]2[CH:16]=[CH:15][CH:14]=[C:13]([CH2:17][OH:18])[CH:12]=2)(=[O:9])=[O:10])[CH2:6][CH2:5][CH2:4][CH2:3][CH2:2]1, predict the reactants needed to synthesize it. The reactants are: [CH:1]1([NH:7][S:8]([C:11]2[CH:16]=[CH:15][CH:14]=[C:13]([CH2:17][OH:18])[CH:12]=2)(=[O:10])=[O:9])[CH2:6][CH2:5][CH2:4][CH2:3][CH2:2]1.[H-].[Na+].[CH3:21][Si:22]([CH3:29])([CH3:28])[CH2:23][CH2:24][O:25][CH2:26]Cl.P([O-])([O-])([O-])=O. (3) Given the product [C:34]([O:38][C:39](=[O:40])[NH:41][CH2:42][CH2:43][CH2:44][CH2:45][CH2:46][NH:47][C:2]1[C:3]2[C:10]([C:11]3[CH:16]=[CH:15][C:14]([O:17][CH3:18])=[CH:13][CH:12]=3)=[C:9]([C:19]3[CH:24]=[CH:23][CH:22]=[CH:21][CH:20]=3)[O:8][C:4]=2[N:5]=[CH:6][N:7]=1)([CH3:37])([CH3:35])[CH3:36], predict the reactants needed to synthesize it. The reactants are: Cl[C:2]1[C:3]2[C:10]([C:11]3[CH:16]=[CH:15][C:14]([O:17][CH3:18])=[CH:13][CH:12]=3)=[C:9]([C:19]3[CH:24]=[CH:23][CH:22]=[CH:21][CH:20]=3)[O:8][C:4]=2[N:5]=[CH:6][N:7]=1.CCN(C(C)C)C(C)C.[C:34]([O:38][C:39]([NH:41][CH2:42][CH2:43][CH2:44][CH2:45][CH2:46][NH2:47])=[O:40])([CH3:37])([CH3:36])[CH3:35]. (4) The reactants are: [Cl:1][C:2]1[C:7]([Cl:8])=[CH:6][N:5]=[C:4]2[NH:9][C:10]([C:12]3[CH:13]=[N:14][N:15]([CH3:17])[CH:16]=3)=[CH:11][C:3]=12.[H-].[Na+].Cl[CH2:21][O:22][CH2:23][CH2:24][Si:25]([CH3:28])([CH3:27])[CH3:26]. Given the product [Cl:1][C:2]1[C:7]([Cl:8])=[CH:6][N:5]=[C:4]2[N:9]([CH2:21][O:22][CH2:23][CH2:24][Si:25]([CH3:28])([CH3:27])[CH3:26])[C:10]([C:12]3[CH:13]=[N:14][N:15]([CH3:17])[CH:16]=3)=[CH:11][C:3]=12, predict the reactants needed to synthesize it.